From a dataset of Peptide-MHC class I binding affinity with 185,985 pairs from IEDB/IMGT. Regression. Given a peptide amino acid sequence and an MHC pseudo amino acid sequence, predict their binding affinity value. This is MHC class I binding data. (1) The peptide sequence is ILHAYCGIK. The MHC is HLA-A31:01 with pseudo-sequence HLA-A31:01. The binding affinity (normalized) is 0.272. (2) The peptide sequence is DWMDRIEEF. The MHC is HLA-A02:03 with pseudo-sequence HLA-A02:03. The binding affinity (normalized) is 0.0847. (3) The peptide sequence is VLLTRSPDQ. The MHC is HLA-B39:01 with pseudo-sequence HLA-B39:01. The binding affinity (normalized) is 0.0847. (4) The peptide sequence is NLYSFTIVF. The MHC is HLA-B15:03 with pseudo-sequence HLA-B15:03. The binding affinity (normalized) is 0.682. (5) The peptide sequence is SLIKTILASY. The MHC is HLA-A11:01 with pseudo-sequence HLA-A11:01. The binding affinity (normalized) is 0.357.